From a dataset of Forward reaction prediction with 1.9M reactions from USPTO patents (1976-2016). Predict the product of the given reaction. (1) Given the reactants [Cl:1][C:2]1[N:7]=[CH:6][C:5]([CH2:8][N:9]([CH:18](O)[CH3:19])[CH2:10][C:11]2[CH:16]=[CH:15][C:14]([Cl:17])=[CH:13][CH:12]=2)=[CH:4][CH:3]=1.S(Cl)([Cl:23])=O, predict the reaction product. The product is: [Cl:1][C:2]1[N:7]=[CH:6][C:5]([CH2:8][N:9]([CH2:18][CH2:19][Cl:23])[CH2:10][C:11]2[CH:16]=[CH:15][C:14]([Cl:17])=[CH:13][CH:12]=2)=[CH:4][CH:3]=1. (2) Given the reactants [OH:1][C:2]([C:5]1[N:10]=[CH:9][C:8]([C:11]2[S:15][C:14]([N+:16]([O-])=O)=[C:13]([C:19]([NH2:21])=[O:20])[CH:12]=2)=[CH:7][CH:6]=1)([CH3:4])[CH3:3], predict the reaction product. The product is: [NH2:16][C:14]1[S:15][C:11]([C:8]2[CH:9]=[N:10][C:5]([C:2]([OH:1])([CH3:3])[CH3:4])=[CH:6][CH:7]=2)=[CH:12][C:13]=1[C:19]([NH2:21])=[O:20]. (3) Given the reactants S(S([O-])=O)([O-])=O.[Na+].[Na+].[CH2:9]([C:11]1[CH:16]=[C:15]([N+:17]([O-])=O)[CH:14]=[C:13]([CH2:20]C)[C:12]=1[NH:22][S:23]([C:26]1[CH:31]=[CH:30][C:29]([CH3:32])=[CH:28][CH:27]=1)(=[O:25])=[O:24])C.C(=O)([O-])[O-].[K+].[K+], predict the reaction product. The product is: [NH2:17][C:15]1[CH:14]=[C:13]([CH3:20])[C:12]([NH:22][S:23]([C:26]2[CH:31]=[CH:30][C:29]([CH3:32])=[CH:28][CH:27]=2)(=[O:25])=[O:24])=[C:11]([CH3:9])[CH:16]=1. (4) The product is: [S:20]1[CH:21]=[CH:22][CH:23]=[C:19]1[C:17]1[CH:18]=[C:13]2[C:12]([C:24]#[N:25])=[CH:11][NH:10][C:14]2=[N:15][CH:16]=1. Given the reactants C1(S([N:10]2[C:14]3=[N:15][CH:16]=[C:17]([C:19]4[S:20][CH:21]=[CH:22][CH:23]=4)[CH:18]=[C:13]3[C:12]([C:24]#[N:25])=[CH:11]2)(=O)=O)C=CC=CC=1.CCO.[OH-].[Na+], predict the reaction product.